This data is from Reaction yield outcomes from USPTO patents with 853,638 reactions. The task is: Predict the reaction yield, written as a fraction of the theoretical maximum amount of product (1.0 means a 100% yield; for example, 0.34 means a 34% yield). (1) The reactants are Br[CH2:2][C:3]1[CH:12]=[CH:11][CH:10]=[C:9]([N+:13]([O-:15])=[O:14])[C:4]=1[C:5]([O:7]C)=O.[F:16][C:17]([F:27])([F:26])[O:18][C:19]1[CH:20]=[C:21]([NH2:25])[CH:22]=[CH:23][CH:24]=1.CC(O)=O. The product is [N+:13]([C:9]1[CH:10]=[CH:11][CH:12]=[C:3]2[C:4]=1[C:5](=[O:7])[N:25]([C:21]1[CH:22]=[CH:23][CH:24]=[C:19]([O:18][C:17]([F:16])([F:26])[F:27])[CH:20]=1)[CH2:2]2)([O-:15])=[O:14]. The catalyst is O1CCOCC1. The yield is 0.630. (2) The reactants are [Cl-].O[NH3+:3].[C:4](=[O:7])([O-])[OH:5].[Na+].CS(C)=O.[CH2:13]([C:15]1[N:16]=[C:17]([CH2:48][CH2:49][CH3:50])[N:18]([CH2:33][C:34]2[CH:39]=[CH:38][C:37]([C:40]3[C:41]([C:46]#[N:47])=[CH:42][CH:43]=[CH:44][CH:45]=3)=[CH:36][CH:35]=2)[C:19](=[O:32])[C:20]=1[C:21]1[CH:26]=[CH:25][C:24]([O:27][CH:28]([CH3:30])[CH3:29])=[C:23]([F:31])[CH:22]=1)[CH3:14]. The catalyst is O. The product is [CH2:13]([C:15]1[N:16]=[C:17]([CH2:48][CH2:49][CH3:50])[N:18]([CH2:33][C:34]2[CH:35]=[CH:36][C:37]([C:40]3[CH:45]=[CH:44][CH:43]=[CH:42][C:41]=3[C:46]3[NH:3][C:4](=[O:7])[O:5][N:47]=3)=[CH:38][CH:39]=2)[C:19](=[O:32])[C:20]=1[C:21]1[CH:26]=[CH:25][C:24]([O:27][CH:28]([CH3:29])[CH3:30])=[C:23]([F:31])[CH:22]=1)[CH3:14]. The yield is 0.790. (3) The reactants are [O:1]1[CH:6]=[CH:5][CH2:4][CH2:3][CH2:2]1.[Br:7][CH2:8][CH2:9][CH2:10][CH2:11][OH:12]. The catalyst is O.C1(C)C=CC(S(O)(=O)=O)=CC=1.ClCCl. The product is [Br:7][CH2:8][CH2:9][CH2:10][CH2:11][O:12][CH:6]1[CH2:5][CH2:4][CH2:3][CH2:2][O:1]1. The yield is 0.920.